From a dataset of Catalyst prediction with 721,799 reactions and 888 catalyst types from USPTO. Predict which catalyst facilitates the given reaction. Reactant: IC.[Br:3][C:4]1[C:5]([Cl:14])=[CH:6][C:7]2[O:11][C:10](=[O:12])[NH:9][C:8]=2[CH:13]=1.[C:15](=O)([O-])[O-].[K+].[K+].C(OCC)(=O)C. Product: [Br:3][C:4]1[C:5]([Cl:14])=[CH:6][C:7]2[O:11][C:10](=[O:12])[N:9]([CH3:15])[C:8]=2[CH:13]=1. The catalyst class is: 16.